This data is from Catalyst prediction with 721,799 reactions and 888 catalyst types from USPTO. The task is: Predict which catalyst facilitates the given reaction. Reactant: [CH2:1]([O:4][C:5]([C:7]1[O:14][C:13]2[C:12]([NH2:15])=[N:11][N:10]([C:16]([O:18][CH2:19][CH3:20])=[O:17])[C:9]=2[CH:8]=1)=[O:6])[CH2:2][CH3:3].C(N(C(C)C)CC)(C)C.[N+:30]([C:33]1[CH:41]=[CH:40][CH:39]=[CH:38][C:34]=1[C:35](Cl)=[O:36])([O-:32])=[O:31]. Product: [CH2:1]([O:4][C:5]([C:7]1[O:14][C:13]2[C:12]([NH:15][C:35](=[O:36])[C:34]3[CH:38]=[CH:39][CH:40]=[CH:41][C:33]=3[N+:30]([O-:32])=[O:31])=[N:11][N:10]([C:16]([O:18][CH2:19][CH3:20])=[O:17])[C:9]=2[CH:8]=1)=[O:6])[CH2:2][CH3:3]. The catalyst class is: 7.